Task: Predict the reaction yield, written as a fraction of the theoretical maximum amount of product (1.0 means a 100% yield; for example, 0.34 means a 34% yield).. Dataset: Reaction yield outcomes from USPTO patents with 853,638 reactions (1) The reactants are [NH2:1][C@@H:2]([CH2:33][C:34]1[CH:39]=[CH:38][CH:37]=[CH:36][CH:35]=1)[C@@H:3]([OH:32])[CH2:4][C@@H:5]([NH:19][C:20]([C@@H:22]([NH:27][C:28](=[O:31])[O:29][CH3:30])[C:23]([CH3:26])([CH3:25])[CH3:24])=[O:21])[CH2:6][C:7]1[CH:12]=[CH:11][C:10]([C:13]2[CH:18]=[CH:17][CH:16]=[CH:15][N:14]=2)=[CH:9][CH:8]=1.[CH3:40][C:41]([CH3:63])([CH3:62])[C@H:42]([N:46]1[CH2:50][CH2:49][N:48]([CH2:51][C:52]2[CH:57]=[CH:56][CH:55]=[C:54]([N+:58]([O-:60])=[O:59])[CH:53]=2)[C:47]1=[O:61])[C:43](O)=[O:44].CCOP(ON1N=NC2C=CC=CC=2C1=O)(OCC)=O.C(N(CC)C(C)C)(C)C. The catalyst is C1COCC1. The product is [CH3:40][C:41]([CH3:63])([CH3:62])[C@H:42]([N:46]1[CH2:50][CH2:49][N:48]([CH2:51][C:52]2[CH:57]=[CH:56][CH:55]=[C:54]([N+:58]([O-:60])=[O:59])[CH:53]=2)[C:47]1=[O:61])[C:43]([NH:1][C@@H:2]([CH2:33][C:34]1[CH:35]=[CH:36][CH:37]=[CH:38][CH:39]=1)[C@@H:3]([OH:32])[CH2:4][C@@H:5]([NH:19][C:20]([C@@H:22]([NH:27][C:28](=[O:31])[O:29][CH3:30])[C:23]([CH3:26])([CH3:25])[CH3:24])=[O:21])[CH2:6][C:7]1[CH:12]=[CH:11][C:10]([C:13]2[CH:18]=[CH:17][CH:16]=[CH:15][N:14]=2)=[CH:9][CH:8]=1)=[O:44]. The yield is 0.740. (2) The reactants are [C:1]([C:3]1[CH:8]=[CH:7][C:6](B(O)O)=[CH:5][CH:4]=1)#[N:2].[C:12]([O:16][C:17](=[O:26])[NH:18][C:19]1[CH:24]=[CH:23][CH:22]=[C:21](Br)[N:20]=1)([CH3:15])([CH3:14])[CH3:13].C([O-])([O-])=O.[K+].[K+]. The catalyst is CN(C=O)C.O.C1C=CC([P]([Pd]([P](C2C=CC=CC=2)(C2C=CC=CC=2)C2C=CC=CC=2)([P](C2C=CC=CC=2)(C2C=CC=CC=2)C2C=CC=CC=2)[P](C2C=CC=CC=2)(C2C=CC=CC=2)C2C=CC=CC=2)(C2C=CC=CC=2)C2C=CC=CC=2)=CC=1. The product is [C:12]([O:16][C:17](=[O:26])[NH:18][C:19]1[CH:24]=[CH:23][CH:22]=[C:21]([C:6]2[CH:7]=[CH:8][C:3]([C:1]#[N:2])=[CH:4][CH:5]=2)[N:20]=1)([CH3:15])([CH3:14])[CH3:13]. The yield is 0.600. (3) The reactants are Br[C:2]1[S:6][C:5]([CH:7]=[O:8])=[CH:4][CH:3]=1.[CH3:9][O:10][C:11]1[CH:16]=[CH:15][C:14](B(O)O)=[CH:13][CH:12]=1. No catalyst specified. The product is [CH3:9][O:10][C:11]1[CH:16]=[CH:15][C:14]([C:2]2[S:6][C:5]([CH:7]=[O:8])=[CH:4][CH:3]=2)=[CH:13][CH:12]=1. The yield is 0.820. (4) The reactants are Cl[C:2]1[C:7]([CH:8]([CH2:13][CH2:14][CH3:15])[C:9]([O:11][CH3:12])=[O:10])=[C:6]([CH3:16])[N:5]=[C:4]([N:17]2[CH2:22][CH2:21][CH2:20][CH2:19][CH2:18]2)[N:3]=1.C(N(CC)C(C)C)(C)C.[F:32][C:33]1[CH:38]=[C:37]([F:39])[CH:36]=[CH:35][C:34]=1B(O)O. The catalyst is COCCOC.O.[Pd].C1(P(C2C=CC=CC=2)C2C=CC=CC=2)C=CC=CC=1.C1(P(C2C=CC=CC=2)C2C=CC=CC=2)C=CC=CC=1.C1(P(C2C=CC=CC=2)C2C=CC=CC=2)C=CC=CC=1.C1(P(C2C=CC=CC=2)C2C=CC=CC=2)C=CC=CC=1. The product is [F:32][C:33]1[CH:38]=[C:37]([F:39])[CH:36]=[CH:35][C:34]=1[C:2]1[C:7]([CH:8]([CH2:13][CH2:14][CH3:15])[C:9]([O:11][CH3:12])=[O:10])=[C:6]([CH3:16])[N:5]=[C:4]([N:17]2[CH2:22][CH2:21][CH2:20][CH2:19][CH2:18]2)[N:3]=1. The yield is 0.550. (5) The reactants are [O:1]=[C:2]1[C:7]([CH2:8][C:9]2[CH:14]=[CH:13][C:12]([C:15]3[C:16]([C:21]#[N:22])=[CH:17][CH:18]=[CH:19][CH:20]=3)=[CH:11][CH:10]=2)=[C:6]([CH2:23][CH2:24][CH3:25])[N:5]2[N:26]=[CH:27][N:28]=[C:4]2[NH:3]1.[CH3:29][O:30][C:31]1[CH:32]=[C:33](B(O)O)[CH:34]=[CH:35][C:36]=1[O:37][CH3:38].C(N(CC)CC)C.N1C=CC=CC=1. The catalyst is ClCCl.C(OCC)(=O)C.C([O-])(=O)C.[Cu+2].C([O-])(=O)C. The product is [CH3:29][O:30][C:31]1[CH:32]=[C:33]([N:3]2[C:2](=[O:1])[C:7]([CH2:8][C:9]3[CH:10]=[CH:11][C:12]([C:15]4[C:16]([C:21]#[N:22])=[CH:17][CH:18]=[CH:19][CH:20]=4)=[CH:13][CH:14]=3)=[C:6]([CH2:23][CH2:24][CH3:25])[N:5]3[N:26]=[CH:27][N:28]=[C:4]23)[CH:34]=[CH:35][C:36]=1[O:37][CH3:38]. The yield is 0.850. (6) The reactants are C1(C2C=CC=CC=2)C=CC(C(=O)CC2C=CC=CC=2)=CC=1.CON(C)[C:25](=[O:35])[CH2:26][C:27]1[CH:32]=[CH:31][CH:30]=[C:29]([O:33][CH3:34])[CH:28]=1.Br[C:38]1[CH:43]=[CH:42][C:41]([F:44])=[CH:40][CH:39]=1. No catalyst specified. The product is [F:44][C:41]1[CH:42]=[CH:43][C:38]([C:25](=[O:35])[CH2:26][C:27]2[CH:32]=[CH:31][CH:30]=[C:29]([O:33][CH3:34])[CH:28]=2)=[CH:39][CH:40]=1. The yield is 0.370.